This data is from Full USPTO retrosynthesis dataset with 1.9M reactions from patents (1976-2016). The task is: Predict the reactants needed to synthesize the given product. (1) The reactants are: [C:1]1(=O)[CH2:6][CH2:5][CH2:4][CH2:3][CH2:2]1.[NH:8]([C:10]1[CH:11]=[C:12]([CH:16]=[CH:17][CH:18]=1)[C:13]([OH:15])=[O:14])N. Given the product [CH2:5]1[C:6]2[NH:8][C:10]3[C:18](=[CH:17][CH:16]=[C:12]([C:13]([OH:15])=[O:14])[CH:11]=3)[C:1]=2[CH2:2][CH2:3][CH2:4]1, predict the reactants needed to synthesize it. (2) Given the product [F:24][C:4]1[C:5]([N:8]2[C:16]3[CH:15]=[CH:14][N:13]=[CH:12][C:11]=3[N:10]=[CH:9]2)=[N:6][CH:7]=[CH:2][CH:3]=1, predict the reactants needed to synthesize it. The reactants are: F[C:2]1[CH:3]=[CH:4][C:5]([N:8]2[C:16]3[CH:15]=[CH:14][N:13]=[CH:12][C:11]=3[N:10]=[CH:9]2)=[N:6][CH:7]=1.BrC1C=CC([F:24])=CN=1. (3) Given the product [C:8]([C:5]1[N:6]=[N:7][C:2]([NH:22][C@@H:23]2[CH2:28][CH2:27][CH2:26][CH2:25][C@@H:24]2[NH:29][C:30](=[O:36])[O:31][C:32]([CH3:34])([CH3:33])[CH3:35])=[CH:3][C:4]=1[NH:11][C:12]1[CH:17]=[CH:16][CH:15]=[C:14]([CH:18]2[CH2:21][CH2:20][CH2:19]2)[N:13]=1)(=[O:9])[NH2:10], predict the reactants needed to synthesize it. The reactants are: Cl[C:2]1[N:7]=[N:6][C:5]([C:8]([NH2:10])=[O:9])=[C:4]([NH:11][C:12]2[CH:17]=[CH:16][CH:15]=[C:14]([CH:18]3[CH2:21][CH2:20][CH2:19]3)[N:13]=2)[CH:3]=1.[NH2:22][C@@H:23]1[CH2:28][CH2:27][CH2:26][CH2:25][C@@H:24]1[NH:29][C:30](=[O:36])[O:31][C:32]([CH3:35])([CH3:34])[CH3:33]. (4) Given the product [Cl:1][C:2]1[CH:3]=[N:4][C:5]2[C:10]([CH:11]=1)=[CH:9][C:8]([CH2:12][Cl:16])=[CH:7][CH:6]=2, predict the reactants needed to synthesize it. The reactants are: [Cl:1][C:2]1[CH:3]=[N:4][C:5]2[C:10]([CH:11]=1)=[CH:9][C:8]([CH2:12]O)=[CH:7][CH:6]=2.O=S(Cl)[Cl:16]. (5) Given the product [CH3:16][N:14]1[CH2:13][C@@H:10]2[C@@H:9]([N:8]([C:5]3[CH:6]=[CH:7][C:2]([N:17]4[CH2:22][CH2:21][NH:20][CH2:19][CH2:18]4)=[CH:3][CH:4]=3)[CH2:12][CH2:11]2)[CH2:15]1, predict the reactants needed to synthesize it. The reactants are: Br[C:2]1[CH:7]=[CH:6][C:5]([N:8]2[CH2:12][CH2:11][C@@H:10]3[CH2:13][N:14]([CH3:16])[CH2:15][C@H:9]23)=[CH:4][CH:3]=1.[NH:17]1[CH2:22][CH2:21][NH:20][CH2:19][CH2:18]1.C1C=CC(P(C2C=CC3C(=CC=CC=3)C=2C2C3C(=CC=CC=3)C=CC=2P(C2C=CC=CC=2)C2C=CC=CC=2)C2C=CC=CC=2)=CC=1.CC(C)([O-])C.[Na+]. (6) Given the product [Br:16][C:7]1[CH:8]=[C:2]([Cl:1])[CH:3]=[C:4]([CH3:9])[C:5]=1[NH2:6], predict the reactants needed to synthesize it. The reactants are: [Cl:1][C:2]1[CH:8]=[CH:7][C:5]([NH2:6])=[C:4]([CH3:9])[CH:3]=1.N1C=CC=CC=1.[Br:16]Br.